This data is from Catalyst prediction with 721,799 reactions and 888 catalyst types from USPTO. The task is: Predict which catalyst facilitates the given reaction. (1) Reactant: [O:1]1[C:6]2[CH:7]=[CH:8][C:9]([OH:11])=[CH:10][C:5]=2[O:4][CH2:3][CH2:2]1.C([Mg]Cl)(C)C.[C:17]1([CH:23]([C:35]2[CH:40]=[CH:39][CH:38]=[CH:37][CH:36]=2)[N:24]2[C:32]3[C:27](=[CH:28][CH:29]=[CH:30][CH:31]=3)[C:26](=[O:33])[C:25]2=[O:34])[CH:22]=[CH:21][CH:20]=[CH:19][CH:18]=1.O. Product: [C:35]1([CH:23]([C:17]2[CH:22]=[CH:21][CH:20]=[CH:19][CH:18]=2)[N:24]2[C:32]3[C:27](=[CH:28][CH:29]=[CH:30][CH:31]=3)[C:26]([OH:33])([C:8]3[C:9]([OH:11])=[CH:10][C:5]4[O:4][CH2:3][CH2:2][O:1][C:6]=4[CH:7]=3)[C:25]2=[O:34])[CH:36]=[CH:37][CH:38]=[CH:39][CH:40]=1. The catalyst class is: 54. (2) Reactant: C1(O[C:8](=[O:24])[NH:9][CH:10]2[CH2:15][CH2:14][CH:13]([NH:16][C:17]([O:19][C:20]([CH3:23])([CH3:22])[CH3:21])=[O:18])[CH2:12][CH2:11]2)C=CC=CC=1.[CH2:25]([N:32]1[CH2:36][CH2:35][C@@H:34]([NH2:37])[CH2:33]1)[C:26]1[CH:31]=[CH:30][CH:29]=[CH:28][CH:27]=1. Product: [C:20]([O:19][C:17](=[O:18])[NH:16][CH:13]1[CH2:12][CH2:11][CH:10]([NH:9][C:8]([NH:37][C@@H:34]2[CH2:35][CH2:36][N:32]([CH2:25][C:26]3[CH:31]=[CH:30][CH:29]=[CH:28][CH:27]=3)[CH2:33]2)=[O:24])[CH2:15][CH2:14]1)([CH3:21])([CH3:22])[CH3:23]. The catalyst class is: 5. (3) Reactant: [CH3:1][O:2][C:3]1[CH:21]=[CH:20][C:6]([CH2:7][O:8][C:9]2[C:10](=[O:19])[CH:11]=[C:12]([C:16]([OH:18])=O)[N:13]([CH3:15])[CH:14]=2)=[CH:5][CH:4]=1.CN(C(ON1N=NC2C=CC=NC1=2)=[N+](C)C)C.F[P-](F)(F)(F)(F)F.C(N(C(C)C)CC)(C)C.[N:55]1([CH2:60][CH2:61][NH2:62])[CH2:59][CH2:58][CH2:57][CH2:56]1. Product: [CH3:1][O:2][C:3]1[CH:4]=[CH:5][C:6]([CH2:7][O:8][C:9]2[C:10](=[O:19])[CH:11]=[C:12]([C:16]([NH:62][CH2:61][CH2:60][N:55]3[CH2:59][CH2:58][CH2:57][CH2:56]3)=[O:18])[N:13]([CH3:15])[CH:14]=2)=[CH:20][CH:21]=1. The catalyst class is: 9. (4) Reactant: [CH:1]1([CH2:7][CH:8]([OH:26])[C:9]([NH:11][CH:12]([CH:15]([OH:25])[C:16]2[O:17][C:18]3[C:19]([N:24]=2)=[N:20][CH:21]=[CH:22][CH:23]=3)[CH2:13][CH3:14])=[O:10])[CH2:6][CH2:5][CH2:4][CH2:3][CH2:2]1. Product: [CH:1]1([CH2:7][CH:8]([OH:26])[C:9]([NH:11][CH:12]([C:15]([C:16]2[O:17][C:18]3[C:19]([N:24]=2)=[N:20][CH:21]=[CH:22][CH:23]=3)=[O:25])[CH2:13][CH3:14])=[O:10])[CH2:6][CH2:5][CH2:4][CH2:3][CH2:2]1. The catalyst class is: 177.